From a dataset of Forward reaction prediction with 1.9M reactions from USPTO patents (1976-2016). Predict the product of the given reaction. Given the reactants Br[C:2]1[CH:10]=[CH:9][C:8]([O:11][CH3:12])=[CH:7][C:3]=1[C:4]([OH:6])=[O:5].C([Li])CCC.CON(C)[C:21](=[O:24])[CH2:22][CH3:23], predict the reaction product. The product is: [CH3:12][O:11][C:8]1[CH:9]=[CH:10][C:2]([C:21](=[O:24])[CH2:22][CH3:23])=[C:3]([CH:7]=1)[C:4]([OH:6])=[O:5].